Predict the product of the given reaction. From a dataset of Forward reaction prediction with 1.9M reactions from USPTO patents (1976-2016). (1) Given the reactants [NH2:1][C:2]1[CH:7]=[CH:6][C:5]([C:8]2[CH:13]=[CH:12][C:11]([O:14][C:15]([F:18])([F:17])[F:16])=[CH:10][CH:9]=2)=[CH:4][CH:3]=1.[C:19]([C:23]1[CH:28]=[CH:27][C:26](B(O)O)=[CH:25][CH:24]=1)([CH3:22])([CH3:21])[CH3:20].C(N(CC)CC)C, predict the reaction product. The product is: [C:19]([C:23]1[CH:28]=[CH:27][C:26]([NH:1][C:2]2[CH:7]=[CH:6][C:5]([C:8]3[CH:13]=[CH:12][C:11]([O:14][C:15]([F:16])([F:17])[F:18])=[CH:10][CH:9]=3)=[CH:4][CH:3]=2)=[CH:25][CH:24]=1)([CH3:22])([CH3:21])[CH3:20]. (2) Given the reactants FC1C=CC(C[O:7][C:8]2[CH:9]=[C:10]3[C:15](=[CH:16][CH:17]=2)[C:14](=[O:18])[N:13]([CH:19]([CH3:23])[C:20]([NH2:22])=[O:21])[CH2:12][CH2:11]3)=CC=1, predict the reaction product. The product is: [OH:7][C:8]1[CH:9]=[C:10]2[C:15](=[CH:16][CH:17]=1)[C:14](=[O:18])[N:13]([CH:19]([CH3:23])[C:20]([NH2:22])=[O:21])[CH2:12][CH2:11]2. (3) Given the reactants [Cl:1][CH2:2][CH2:3][CH2:4][CH2:5][N:6]1[CH:11]=[C:10]([CH3:12])[C:9]([OH:13])=[N:8][C:7]1=[O:14].[C:15]([C:19]1[N:24]=[C:23]([N:25]2[CH2:30][CH2:29][NH:28][CH2:27][CH2:26]2)[CH:22]=[C:21]([C:31]([F:34])([F:33])[F:32])[N:20]=1)([CH3:18])([CH3:17])[CH3:16].CCN(CC)CC.C(OCC)(=O)C, predict the reaction product. The product is: [Cl-:1].[C:15]([C:19]1[N:24]=[C:23]([N:25]2[CH2:26][CH2:27][NH+:28]([CH2:2][CH2:3][CH2:4][CH2:5][N:6]3[CH:11]=[C:10]([CH3:12])[C:9]([OH:13])=[N:8][C:7]3=[O:14])[CH2:29][CH2:30]2)[CH:22]=[C:21]([C:31]([F:32])([F:33])[F:34])[N:20]=1)([CH3:18])([CH3:16])[CH3:17]. (4) Given the reactants O=[C:2]1[CH2:7][CH2:6][N:5]([C:8]([O:10][C:11]([CH3:14])([CH3:13])[CH3:12])=[O:9])[CH2:4][CH2:3]1.C1(P(C2C=CC=CC=2)C2C=CC=CC=2)C=CC=CC=1.[Br:34][C:35](Br)(Br)[F:36].C([Zn]CC)C, predict the reaction product. The product is: [Br:34][C:35]([F:36])=[C:2]1[CH2:7][CH2:6][N:5]([C:8]([O:10][C:11]([CH3:14])([CH3:13])[CH3:12])=[O:9])[CH2:4][CH2:3]1. (5) Given the reactants C(Cl)(=O)C.[NH:5]1[CH2:10][CH2:9][CH:8]=[C:7]([C:11]2[C:19]3[C:14](=[N:15][CH:16]=[CH:17][CH:18]=3)[NH:13][CH:12]=2)[CH2:6]1, predict the reaction product. The product is: [NH:5]1[CH2:10][CH2:9][CH2:8][CH:7]([C:11]2[C:19]3[C:14](=[N:15][CH:16]=[CH:17][CH:18]=3)[NH:13][CH:12]=2)[CH2:6]1. (6) The product is: [C:20]1([C:21]2[C:28]3[C:33]([C:14]([C:11]4[CH:12]=[CH:13][C:8]([C:36]5[CH:35]=[CH:34][C:39]([C:36]6([C:6]7[CH:5]=[CH:13][CH:8]=[CH:9][CH:10]=7)[C:35]7[CH:27]=[CH:14][CH:11]=[CH:12][C:34]=7[C:16]7[C:37]6=[CH:38][CH:39]=[CH:20][CH:15]=7)=[CH:38][CH:37]=5)=[CH:9][CH:10]=4)=[C:27]4[C:22]=2[CH:23]=[CH:24][CH:25]=[CH:26]4)=[CH:32][CH:31]=[CH:30][CH:29]=3)[CH:15]=[CH:16][CH:17]=[CH:18][CH:19]=1. Given the reactants C(O[CH2:5][CH3:6])(=O)C.Br[C:8]1[CH:13]=[CH:12][C:11]([C:14]2[C:15]3[C:20]([C:21]([C:28]4[CH:33]=[CH:32][CH:31]=[CH:30][CH:29]=4)=[C:22]4[C:27]=2[CH:26]=[CH:25][CH:24]=[CH:23]4)=[CH:19][CH:18]=[CH:17][CH:16]=3)=[CH:10][CH:9]=1.[CH3:34][CH2:35][CH2:36][CH2:37][CH2:38][CH3:39], predict the reaction product. (7) The product is: [C:4]([Si:1]([CH3:2])([CH3:3])[O:8][CH2:9][CH2:10][C:11]([C:14]1[C:19]([CH3:20])=[CH:18][C:17]([CH3:21])=[CH:16][C:15]=1[OH:22])([CH3:12])[CH3:13])([CH3:7])([CH3:6])[CH3:5].[Br:25][CH2:26][CH2:27][CH2:28][C:29]([O-:30])=[O:8]. Given the reactants [Si:1]([O:8][CH2:9][CH2:10][C:11]([C:14]1[C:19]([CH3:20])=[CH:18][C:17]([CH3:21])=[CH:16][C:15]=1[OH:22])([CH3:13])[CH3:12])([C:4]([CH3:7])([CH3:6])[CH3:5])([CH3:3])[CH3:2].[H-].[Na+].[Br:25][CH2:26][CH2:27][CH2:28][C:29](Cl)=[O:30].[Cl-].[Na+], predict the reaction product.